From a dataset of Forward reaction prediction with 1.9M reactions from USPTO patents (1976-2016). Predict the product of the given reaction. (1) Given the reactants [F:1][C:2]1[CH:3]=[C:4]([C:14](=[O:16])C)[CH:5]=[CH:6][C:7]=1[O:8][CH:9]([CH3:13])[CH2:10][CH2:11][CH3:12].[OH-].[Na+].BrBr.[Br-].S(OS([O-])=O)([O-])=[O:23].[Na+].[Na+].Cl, predict the reaction product. The product is: [F:1][C:2]1[CH:3]=[C:4]([CH:5]=[CH:6][C:7]=1[O:8][CH:9]([CH3:13])[CH2:10][CH2:11][CH3:12])[C:14]([OH:16])=[O:23]. (2) Given the reactants [CH3:1][Sn](C)(C)C.Cl[C:7]1[N:12]=[CH:11][C:10]([C:13]2[CH:14]=[C:15]3[C:32](=[CH:33][CH:34]=2)[O:31][C:18]2([CH2:23][CH2:22][N:21]([C:24]([O:26][C:27]([CH3:30])([CH3:29])[CH3:28])=[O:25])[CH2:20][CH2:19]2)[CH2:17][C:16]3=[O:35])=[CH:9][C:8]=1[C:36]([O:38][CH3:39])=[O:37], predict the reaction product. The product is: [CH3:39][O:38][C:36]([C:8]1[CH:9]=[C:10]([C:13]2[CH:14]=[C:15]3[C:32](=[CH:33][CH:34]=2)[O:31][C:18]2([CH2:19][CH2:20][N:21]([C:24]([O:26][C:27]([CH3:29])([CH3:30])[CH3:28])=[O:25])[CH2:22][CH2:23]2)[CH2:17][C:16]3=[O:35])[CH:11]=[N:12][C:7]=1[CH3:1])=[O:37]. (3) Given the reactants Br[C:2]1[CH:7]=[CH:6][C:5]([C:8]([F:11])([F:10])[F:9])=[CH:4][C:3]=1[CH3:12].C([Li])CCC.CON(C)[C:21](=[O:24])[CH2:22][CH3:23], predict the reaction product. The product is: [CH3:12][C:3]1[CH:4]=[C:5]([C:8]([F:11])([F:10])[F:9])[CH:6]=[CH:7][C:2]=1[C:21](=[O:24])[CH2:22][CH3:23].